From a dataset of Full USPTO retrosynthesis dataset with 1.9M reactions from patents (1976-2016). Predict the reactants needed to synthesize the given product. (1) Given the product [Cl:33][C:30]1[CH:31]=[CH:32][C:27]([C@@:15]2([C:25]#[N:26])[C@H:14]([CH2:35][C:36]([CH3:39])([CH3:38])[CH3:37])[NH:13][C@@H:12]([C:10]([NH:9][C:3]3[CH:4]=[CH:5][C:6]([C:41]([OH:43])=[O:42])=[CH:7][C:2]=3[F:1])=[O:11])[C@@H:16]2[C:17]2[CH:22]=[CH:21][CH:20]=[C:19]([Cl:23])[C:18]=2[F:24])=[C:28]([F:34])[CH:29]=1, predict the reactants needed to synthesize it. The reactants are: [F:1][C:2]1[CH:7]=[C:6](I)[CH:5]=[CH:4][C:3]=1[NH:9][C:10]([CH:12]1[CH:16]([C:17]2[CH:22]=[CH:21][CH:20]=[C:19]([Cl:23])[C:18]=2[F:24])[C:15]([C:27]2[CH:32]=[CH:31][C:30]([Cl:33])=[CH:29][C:28]=2[F:34])([C:25]#[N:26])[CH:14]([CH2:35][C:36]([CH3:39])([CH3:38])[CH3:37])[NH:13]1)=[O:11].O.[C:41](=O)([O-:43])[O-:42].[K+].[K+].[C]=O. (2) Given the product [CH3:13][O:14][CH2:2][C:3]1[CH:4]=[C:5]([CH:10]=[CH:11][CH:12]=1)[C:6]([O:8][CH3:9])=[O:7], predict the reactants needed to synthesize it. The reactants are: Br[CH2:2][C:3]1[CH:4]=[C:5]([CH:10]=[CH:11][CH:12]=1)[C:6]([O:8][CH3:9])=[O:7].[CH3:13][O-:14].[Na+].[Na].